Dataset: Reaction yield outcomes from USPTO patents with 853,638 reactions. Task: Predict the reaction yield, written as a fraction of the theoretical maximum amount of product (1.0 means a 100% yield; for example, 0.34 means a 34% yield). The reactants are Br[C:2]1[N:7]=[N:6][C:5]([NH2:8])=[N:4][C:3]=1[C:9]1[CH:14]=[CH:13][CH:12]=[CH:11][CH:10]=1.[O:15]1[C:19]2[CH:20]=[CH:21][C:22](B(O)O)=[CH:23][C:18]=2[O:17][CH2:16]1. No catalyst specified. The product is [O:15]1[C:19]2[CH:20]=[CH:21][C:22]([C:2]3[N:7]=[N:6][C:5]([NH2:8])=[N:4][C:3]=3[C:9]3[CH:14]=[CH:13][CH:12]=[CH:11][CH:10]=3)=[CH:23][C:18]=2[O:17][CH2:16]1. The yield is 0.620.